From a dataset of NCI-60 drug combinations with 297,098 pairs across 59 cell lines. Regression. Given two drug SMILES strings and cell line genomic features, predict the synergy score measuring deviation from expected non-interaction effect. (1) Drug 1: CC1=C(C=C(C=C1)C(=O)NC2=CC(=CC(=C2)C(F)(F)F)N3C=C(N=C3)C)NC4=NC=CC(=N4)C5=CN=CC=C5. Drug 2: CCC1=C2CN3C(=CC4=C(C3=O)COC(=O)C4(CC)O)C2=NC5=C1C=C(C=C5)O. Cell line: PC-3. Synergy scores: CSS=9.38, Synergy_ZIP=-0.795, Synergy_Bliss=1.82, Synergy_Loewe=-32.7, Synergy_HSA=-7.84. (2) Drug 1: C1=CC(=CC=C1CC(C(=O)O)N)N(CCCl)CCCl.Cl. Drug 2: CC1=C2C(C(=O)C3(C(CC4C(C3C(C(C2(C)C)(CC1OC(=O)C(C(C5=CC=CC=C5)NC(=O)C6=CC=CC=C6)O)O)OC(=O)C7=CC=CC=C7)(CO4)OC(=O)C)O)C)OC(=O)C. Cell line: T-47D. Synergy scores: CSS=10.1, Synergy_ZIP=-6.47, Synergy_Bliss=1.20, Synergy_Loewe=-19.2, Synergy_HSA=-1.36. (3) Cell line: NCI-H460. Drug 1: C1CN1C2=NC(=NC(=N2)N3CC3)N4CC4. Synergy scores: CSS=53.4, Synergy_ZIP=6.00, Synergy_Bliss=3.44, Synergy_Loewe=-10.2, Synergy_HSA=3.18. Drug 2: COC1=C(C=C2C(=C1)N=CN=C2NC3=CC(=C(C=C3)F)Cl)OCCCN4CCOCC4. (4) Drug 1: C1=C(C(=O)NC(=O)N1)F. Drug 2: CCC1=C2CN3C(=CC4=C(C3=O)COC(=O)C4(CC)O)C2=NC5=C1C=C(C=C5)O. Cell line: A549. Synergy scores: CSS=62.9, Synergy_ZIP=0.497, Synergy_Bliss=0.537, Synergy_Loewe=4.88, Synergy_HSA=6.05.